From a dataset of Reaction yield outcomes from USPTO patents with 853,638 reactions. Predict the reaction yield, written as a fraction of the theoretical maximum amount of product (1.0 means a 100% yield; for example, 0.34 means a 34% yield). (1) The reactants are [C:1]([O:5][C:6]([N:8]1[CH2:13][CH2:12][N:11]([CH2:14][C:15]2[N:16]=[C:17]3[N:21]([CH:22]=2)[C:20]([C:23]2[CH:28]=[CH:27][CH:26]=[CH:25][C:24]=2[N+:29]([O-])=O)=[CH:19][S:18]3)[CH2:10][CH2:9]1)=[O:7])([CH3:4])([CH3:3])[CH3:2].CO.O.[SH-].[Na+]. The catalyst is O. The product is [C:1]([O:5][C:6]([N:8]1[CH2:9][CH2:10][N:11]([CH2:14][C:15]2[N:16]=[C:17]3[N:21]([CH:22]=2)[C:20]([C:23]2[CH:28]=[CH:27][CH:26]=[CH:25][C:24]=2[NH2:29])=[CH:19][S:18]3)[CH2:12][CH2:13]1)=[O:7])([CH3:4])([CH3:2])[CH3:3]. The yield is 0.920. (2) The reactants are C(OC([N:8]1[CH2:12][CH:11]([O:13][C:14](=[O:24])[C:15]2[CH:20]=[CH:19][C:18]([N+:21]([O-:23])=[O:22])=[CH:17][CH:16]=2)[CH2:10][CH:9]1[C:25](=[O:37])[NH:26][C:27]1([C:32]([O:34][CH2:35][CH3:36])=[O:33])[CH2:29][CH:28]1[CH:30]=[CH2:31])=O)(C)(C)C. The catalyst is FC(F)(F)S(O)(=O)=O.ClCCl. The product is [CH2:35]([O:34][C:32]([C:27]1([NH:26][C:25]([CH:9]2[NH:8][CH2:12][CH:11]([O:13][C:14](=[O:24])[C:15]3[CH:16]=[CH:17][C:18]([N+:21]([O-:23])=[O:22])=[CH:19][CH:20]=3)[CH2:10]2)=[O:37])[CH2:29][CH:28]1[CH:30]=[CH2:31])=[O:33])[CH3:36]. The yield is 0.950.